From a dataset of Catalyst prediction with 721,799 reactions and 888 catalyst types from USPTO. Predict which catalyst facilitates the given reaction. Reactant: [NH2:1][C:2]1[CH:10]=[C:9]([F:11])[CH:8]=[CH:7][C:3]=1[C:4](O)=[O:5].[O-:12][C:13]#[N:14].[K+].C(O)(=O)C.[OH-].[Na+]. Product: [F:11][C:9]1[CH:10]=[C:2]2[C:3]([C:4](=[O:5])[NH:14][C:13](=[O:12])[NH:1]2)=[CH:7][CH:8]=1. The catalyst class is: 6.